Task: Predict the reaction yield, written as a fraction of the theoretical maximum amount of product (1.0 means a 100% yield; for example, 0.34 means a 34% yield).. Dataset: Reaction yield outcomes from USPTO patents with 853,638 reactions (1) The reactants are Br[C:2]1[C:3]([C:12]([O:14]C)=[O:13])=[CH:4][C:5]2[O:10][CH2:9][CH2:8][O:7][C:6]=2[CH:11]=1.[CH3:16][O-:17].[Na+]. The catalyst is CN(C=O)C.O. The product is [CH3:16][O:17][C:2]1[C:3]([C:12]([OH:14])=[O:13])=[CH:4][C:5]2[O:10][CH2:9][CH2:8][O:7][C:6]=2[CH:11]=1. The yield is 0.570. (2) The reactants are [NH2:1][C:2]1[CH:3]=[C:4]([C:8]2[C:13]3[N:14]=[C:15]([NH:18][C:19]4[CH:24]=[CH:23][C:22]([N:25]5[CH2:30][CH2:29][O:28][CH2:27][CH2:26]5)=[CH:21][CH:20]=4)[N:16]=[CH:17][C:12]=3[CH:11]=[CH:10][N:9]=2)[CH:5]=[CH:6][CH:7]=1.[C:31](Cl)(=[O:34])[CH:32]=[CH2:33]. The catalyst is C(Cl)Cl. The product is [O:28]1[CH2:27][CH2:26][N:25]([C:22]2[CH:21]=[CH:20][C:19]([NH:18][C:15]3[N:16]=[CH:17][C:12]4[CH:11]=[CH:10][N:9]=[C:8]([C:4]5[CH:3]=[C:2]([NH:1][C:31](=[O:34])[CH:32]=[CH2:33])[CH:7]=[CH:6][CH:5]=5)[C:13]=4[N:14]=3)=[CH:24][CH:23]=2)[CH2:30][CH2:29]1. The yield is 0.0690. (3) The reactants are [Cl:1][C:2]1[CH:7]=[CH:6][C:5]([C:8]2[CH2:13][CH2:12][N:11]([CH:14]3[CH2:19][CH2:18][CH2:17][CH:16]([C:20](O)=[O:21])[CH2:15]3)[CH2:10][CH:9]=2)=[CH:4][C:3]=1[NH:23][C@@H:24]([C:26]1[CH:31]=[CH:30][C:29]([Cl:32])=[CH:28][C:27]=1[Cl:33])[CH3:25].F[P-](F)(F)(F)(F)F.C[N+:42](C)=C(N(C)C)ON1C2N=CC=CC=2N=N1.N.CCN(C(C)C)C(C)C. The catalyst is CN(C)C=O. The product is [Cl:1][C:2]1[CH:7]=[CH:6][C:5]([CH:8]2[CH2:9][CH2:10][N:11]([C@@H:14]3[CH2:19][CH2:18][CH2:17][C@@H:16]([C:20]([NH2:42])=[O:21])[CH2:15]3)[CH2:12][CH2:13]2)=[CH:4][C:3]=1[NH:23][C@@H:24]([C:26]1[CH:31]=[CH:30][C:29]([Cl:32])=[CH:28][C:27]=1[Cl:33])[CH3:25]. The yield is 0.600. (4) The reactants are [NH2:1][C:2]1[CH:3]=[CH:4][C:5]([O:18][CH3:19])=[C:6]([NH:8][C:9](=[O:17])[CH2:10][N:11]2[CH2:16][CH2:15][O:14][CH2:13][CH2:12]2)[CH:7]=1.[C:20]1([C:26]2[NH:30][C:29]([C:31](O)=[O:32])=[CH:28][CH:27]=2)[CH:25]=[CH:24][CH:23]=[CH:22][CH:21]=1.C(N(C(C)C)CC)(C)C. The catalyst is CN(C=O)C. The product is [CH3:19][O:18][C:5]1[CH:4]=[CH:3][C:2]([NH:1][C:31]([C:29]2[NH:30][C:26]([C:20]3[CH:21]=[CH:22][CH:23]=[CH:24][CH:25]=3)=[CH:27][CH:28]=2)=[O:32])=[CH:7][C:6]=1[NH:8][C:9](=[O:17])[CH2:10][N:11]1[CH2:16][CH2:15][O:14][CH2:13][CH2:12]1. The yield is 0.0900. (5) The reactants are [F:1][C:2]1[CH:3]=[C:4]([C:14]2[N:23]=[C:22]([NH:24][C:25]3[CH:26]=[C:27]4[C:31](=[CH:32][CH:33]=3)[N:30]([C:34]([O:36][C:37]([CH3:40])([CH3:39])[CH3:38])=[O:35])[N:29]=[CH:28]4)[C:21]3[C:16](=[CH:17][C:18]([O:42][CH3:43])=[C:19]([OH:41])[CH:20]=3)[N:15]=2)[CH:5]=[CH:6][C:7]=1[C:8]1[CH:13]=[CH:12][CH:11]=[CH:10][CH:9]=1.Br[CH2:45][CH2:46][Cl:47].C([O-])([O-])=O.[K+].[K+].O. The catalyst is CN(C=O)C. The product is [Cl:47][CH2:46][CH2:45][O:41][C:19]1[CH:20]=[C:21]2[C:16](=[CH:17][C:18]=1[O:42][CH3:43])[N:15]=[C:14]([C:4]1[CH:5]=[CH:6][C:7]([C:8]3[CH:9]=[CH:10][CH:11]=[CH:12][CH:13]=3)=[C:2]([F:1])[CH:3]=1)[N:23]=[C:22]2[NH:24][C:25]1[CH:26]=[C:27]2[C:31](=[CH:32][CH:33]=1)[N:30]([C:34]([O:36][C:37]([CH3:38])([CH3:39])[CH3:40])=[O:35])[N:29]=[CH:28]2. The yield is 0.550. (6) The reactants are [C:1]([NH:5][C:6](=[O:36])[CH2:7][C:8]1[CH:13]=[CH:12][C:11]([C:14]([C:19]2[CH:24]=[CH:23][C:22]([O:25][CH2:26][C@@H:27]3[CH2:31][O:30]C(C)(C)[O:28]3)=[C:21]([CH3:34])[CH:20]=2)([CH2:17][CH3:18])[CH2:15][CH3:16])=[CH:10][C:9]=1[CH3:35])([CH3:4])([CH3:3])[CH3:2].C(O)(C(F)(F)F)=O.C([O-])(O)=O.[Na+]. The catalyst is C1COCC1.O. The product is [C:1]([NH:5][C:6](=[O:36])[CH2:7][C:8]1[CH:13]=[CH:12][C:11]([C:14]([C:19]2[CH:24]=[CH:23][C:22]([O:25][CH2:26][C@@H:27]([OH:28])[CH2:31][OH:30])=[C:21]([CH3:34])[CH:20]=2)([CH2:15][CH3:16])[CH2:17][CH3:18])=[CH:10][C:9]=1[CH3:35])([CH3:4])([CH3:2])[CH3:3]. The yield is 0.480. (7) The reactants are Cl.[Cl:2][C:3]1[C:8]([Cl:9])=[CH:7][C:6]([NH:10][CH2:11][C:12]([N:14]2[CH2:19][CH2:18][N:17]([CH:20]3[CH2:23][NH:22][CH2:21]3)[CH2:16][CH2:15]2)=[O:13])=[C:5]([OH:24])[CH:4]=1.CCN(CC)CC.[C:32](Cl)(=[O:35])[CH:33]=[CH2:34].O. The catalyst is C(Cl)Cl.CN(C=O)C. The product is [Cl:2][C:3]1[C:8]([Cl:9])=[CH:7][C:6]([NH:10][CH2:11][C:12]([N:14]2[CH2:19][CH2:18][N:17]([CH:20]3[CH2:23][N:22]([C:32](=[O:35])[CH:33]=[CH2:34])[CH2:21]3)[CH2:16][CH2:15]2)=[O:13])=[C:5]([OH:24])[CH:4]=1. The yield is 0.240.